From a dataset of Forward reaction prediction with 1.9M reactions from USPTO patents (1976-2016). Predict the product of the given reaction. Given the reactants [N:1]1[CH:6]=[CH:5][C:4]([C:7]2[N:11]=[C:10]([CH2:12][NH:13]C(=O)OC(C)(C)C)[NH:9][N:8]=2)=[CH:3][CH:2]=1.[ClH:21].O1CCOCC1, predict the reaction product. The product is: [ClH:21].[N:1]1[CH:2]=[CH:3][C:4]([C:7]2[N:11]=[C:10]([CH2:12][NH2:13])[NH:9][N:8]=2)=[CH:5][CH:6]=1.